Dataset: Full USPTO retrosynthesis dataset with 1.9M reactions from patents (1976-2016). Task: Predict the reactants needed to synthesize the given product. (1) The reactants are: Cl.Cl.[Cl:3][C:4]1[CH:5]=[C:6]([N:10]2[C:25](=[O:26])[C:14]3[CH:15]=[N:16][C:17]4[C:18]([O:23][CH3:24])=[CH:19][CH:20]=[CH:21][C:22]=4[C:13]=3[N:12]([C@@H:27]3[CH2:31][CH2:30][NH:29][CH2:28]3)[C:11]2=[O:32])[CH:7]=[CH:8][CH:9]=1.[CH3:33][S:34](Cl)(=[O:36])=[O:35]. Given the product [Cl:3][C:4]1[CH:5]=[C:6]([N:10]2[C:25](=[O:26])[C:14]3[CH:15]=[N:16][C:17]4[C:18]([O:23][CH3:24])=[CH:19][CH:20]=[CH:21][C:22]=4[C:13]=3[N:12]([C@@H:27]3[CH2:31][CH2:30][N:29]([S:34]([CH3:33])(=[O:36])=[O:35])[CH2:28]3)[C:11]2=[O:32])[CH:7]=[CH:8][CH:9]=1, predict the reactants needed to synthesize it. (2) Given the product [CH:26]([O:29][C:5]1[CH:6]=[CH:7][CH:2]=[CH:3][C:4]=1[C:9]1[N:13]2[C:14]3[N:22]=[C:21]([O:23][CH3:24])[CH:20]=[CH:19][C:15]=3[N:16]=[C:17]([CH3:18])[C:12]2=[C:11]([CH3:25])[N:10]=1)([CH3:28])[CH3:27], predict the reactants needed to synthesize it. The reactants are: Cl[C:2]1[CH:3]=[C:4]([C:9]2[N:13]3[C:14]4[N:22]=[C:21]([O:23][CH3:24])[CH:20]=[CH:19][C:15]=4[N:16]=[C:17]([CH3:18])[C:12]3=[C:11]([CH3:25])[N:10]=2)[CH:5]=[C:6](Cl)[CH:7]=1.[CH:26]([O:29]C1C=CC=CC=1B(O)O)([CH3:28])[CH3:27].C([O-])([O-])=O.[K+].[K+]. (3) Given the product [F:1][C:2]1[CH:7]=[C:6]([C:8]([OH:10])=[O:9])[CH:5]=[CH:4][C:3]=1[C:12]1[CH:17]=[CH:16][C:15]([O:18][CH2:19][CH:20]2[CH2:21][CH2:22][N:23]([CH2:26][C:27]([F:30])([CH3:28])[CH3:29])[CH2:24][CH2:25]2)=[CH:14][C:13]=1[F:31], predict the reactants needed to synthesize it. The reactants are: [F:1][C:2]1[CH:7]=[C:6]([C:8]([O:10]C)=[O:9])[CH:5]=[CH:4][C:3]=1[C:12]1[CH:17]=[CH:16][C:15]([O:18][CH2:19][CH:20]2[CH2:25][CH2:24][N:23]([CH2:26][C:27]([F:30])([CH3:29])[CH3:28])[CH2:22][CH2:21]2)=[CH:14][C:13]=1[F:31].O[Li].O.Cl.